This data is from Catalyst prediction with 721,799 reactions and 888 catalyst types from USPTO. The task is: Predict which catalyst facilitates the given reaction. (1) Reactant: [F:1][C:2]1[CH:7]=[C:6]([F:8])[C:5]([F:9])=[CH:4][C:3]=1[C@H:10]1[CH2:15][CH2:14][N:13]([C:16]([O:18][C:19]([CH3:22])([CH3:21])[CH3:20])=[O:17])[CH2:12][C@@H:11]1[C:23]([O:25]C)=[O:24].[OH-].[Li+]. Product: [C:19]([O:18][C:16]([N:13]1[CH2:14][CH2:15][C@H:10]([C:3]2[CH:4]=[C:5]([F:9])[C:6]([F:8])=[CH:7][C:2]=2[F:1])[C@@H:11]([C:23]([OH:25])=[O:24])[CH2:12]1)=[O:17])([CH3:22])([CH3:20])[CH3:21]. The catalyst class is: 83. (2) Reactant: [S:1]1[C:9]2[C:4](=[N:5][CH:6]=[CH:7][CH:8]=2)[N:3]=[C:2]1[O:10][C:11]1[CH:26]=[CH:25][C:14]2[CH:15]=[C:16]([CH2:18][N:19]3[CH2:23][CH2:22][CH:21]([NH2:24])[CH2:20]3)[O:17][C:13]=2[CH:12]=1.CCN(C(C)C)C(C)C.[CH3:36][S:37](Cl)(=[O:39])=[O:38]. Product: [CH:13]([OH:17])=[O:38].[S:1]1[C:9]2[C:4](=[N:5][CH:6]=[CH:7][CH:8]=2)[N:3]=[C:2]1[O:10][C:11]1[CH:26]=[CH:25][C:14]2[CH:15]=[C:16]([CH2:18][N:19]3[CH2:23][CH2:22][CH:21]([NH:24][S:37]([CH3:36])(=[O:39])=[O:38])[CH2:20]3)[O:17][C:13]=2[CH:12]=1. The catalyst class is: 3. (3) Reactant: [OH:1][C:2]1[CH:7]=[CH:6][C:5]([CH2:8][CH2:9][NH:10][C:11](=[O:17])[O:12][C:13]([CH3:16])([CH3:15])[CH3:14])=[CH:4][CH:3]=1.Br[CH2:19][CH2:20][CH:21]=[CH2:22].C(=O)([O-])[O-].[K+].[K+]. Product: [CH2:22]([O:1][C:2]1[CH:3]=[CH:4][C:5]([CH2:8][CH2:9][NH:10][C:11](=[O:17])[O:12][C:13]([CH3:14])([CH3:16])[CH3:15])=[CH:6][CH:7]=1)[CH2:21][CH:20]=[CH2:19]. The catalyst class is: 9. (4) Reactant: [Cl:1][C:2]1[CH:3]=[C:4]([NH:8][C:9]([N:11]2[CH2:16][CH2:15][C:14]3[NH:17][N:18]=[C:19]([C:20]([O:22]CC)=[O:21])[C:13]=3[CH2:12]2)=[O:10])[CH:5]=[CH:6][CH:7]=1.[Li+].[OH-].C(OCC)(=O)C.Cl. Product: [Cl:1][C:2]1[CH:3]=[C:4]([NH:8][C:9]([N:11]2[CH2:16][CH2:15][C:14]3[NH:17][N:18]=[C:19]([C:20]([OH:22])=[O:21])[C:13]=3[CH2:12]2)=[O:10])[CH:5]=[CH:6][CH:7]=1. The catalyst class is: 20. (5) Reactant: ClCCl.[NH:4]1[C:8]([C:9]2[CH:14]=[CH:13][CH:12]=[CH:11][C:10]=2[C:15]2[CH:20]=[CH:19][C:18]([CH2:21][C:22]3[C:23](=[O:47])[N:24]([C:33]4[N:38]=[CH:37][C:36]([O:39][CH:40]5[CH2:45][CH2:44][CH:43]([OH:46])[CH2:42][CH2:41]5)=[CH:35][N:34]=4)[C:25]([CH3:32])=[N:26][C:27]=3[CH2:28][CH2:29][CH2:30][CH3:31])=[CH:17][CH:16]=2)=[N:7][N:6]=[N:5]1.CC(OI1(OC(C)=O)(OC(C)=O)OC(=O)C2C=CC=CC1=2)=O. Product: [NH:7]1[C:8]([C:9]2[CH:14]=[CH:13][CH:12]=[CH:11][C:10]=2[C:15]2[CH:20]=[CH:19][C:18]([CH2:21][C:22]3[C:23](=[O:47])[N:24]([C:33]4[N:38]=[CH:37][C:36]([O:39][CH:40]5[CH2:41][CH2:42][C:43](=[O:46])[CH2:44][CH2:45]5)=[CH:35][N:34]=4)[C:25]([CH3:32])=[N:26][C:27]=3[CH2:28][CH2:29][CH2:30][CH3:31])=[CH:17][CH:16]=2)=[N:4][N:5]=[N:6]1. The catalyst class is: 6. (6) Reactant: [Cl:1][C:2]1[CH:7]=[C:6]([NH:8][CH:9]2[CH2:14][CH2:13][N:12]([CH:15]3[CH2:20][CH2:19][O:18][CH2:17][CH2:16]3)[CH2:11][CH2:10]2)[C:5]([NH2:21])=[CH:4][C:3]=1[CH:22]([F:24])[F:23].C(N(CC)C(C)C)(C)C.Cl[C:35](OCC)=[O:36]. Product: [ClH:1].[Cl:1][C:2]1[C:3]([CH:22]([F:24])[F:23])=[CH:4][C:5]2[NH:21][C:35](=[O:36])[N:8]([CH:9]3[CH2:10][CH2:11][N:12]([CH:15]4[CH2:16][CH2:17][O:18][CH2:19][CH2:20]4)[CH2:13][CH2:14]3)[C:6]=2[CH:7]=1. The catalyst class is: 7.